Dataset: Reaction yield outcomes from USPTO patents with 853,638 reactions. Task: Predict the reaction yield, written as a fraction of the theoretical maximum amount of product (1.0 means a 100% yield; for example, 0.34 means a 34% yield). (1) The reactants are [NH2:1][C:2]1[CH:3]=[C:4]([CH:26]=[CH:27][CH:28]=1)[O:5][C:6]1[N:11]=[CH:10][N:9]=[C:8]([NH2:12])[C:7]=1[C:13]1[CH:18]=[CH:17][C:16]([O:19][C:20]2[CH:25]=[CH:24][CH:23]=[CH:22][CH:21]=2)=[CH:15][CH:14]=1.[O:29]1[CH2:34][CH2:33][N:32]([CH2:35]/[CH:36]=[CH:37]/[C:38](O)=[O:39])[CH2:31][CH2:30]1. No catalyst specified. The product is [NH2:12][C:8]1[N:9]=[CH:10][N:11]=[C:6]([O:5][C:4]2[CH:3]=[C:2]([NH:1][C:38](=[O:39])/[CH:37]=[CH:36]/[CH2:35][N:32]3[CH2:31][CH2:30][O:29][CH2:34][CH2:33]3)[CH:28]=[CH:27][CH:26]=2)[C:7]=1[C:13]1[CH:14]=[CH:15][C:16]([O:19][C:20]2[CH:25]=[CH:24][CH:23]=[CH:22][CH:21]=2)=[CH:17][CH:18]=1. The yield is 0.190. (2) The reactants are [Si:1]([N:8]1[C:11](=[O:12])[CH2:10][C@H:9]1[C:13]([O:15]CC1C=CC=CC=1)=[O:14])([C:4]([CH3:7])([CH3:6])[CH3:5])([CH3:3])[CH3:2]. The catalyst is CO.[Pd]. The product is [Si:1]([N:8]1[C:11](=[O:12])[CH2:10][C@H:9]1[C:13]([OH:15])=[O:14])([C:4]([CH3:7])([CH3:6])[CH3:5])([CH3:3])[CH3:2]. The yield is 0.800. (3) The reactants are [Br:1][C:2]1[S:6][C:5]([NH2:7])=[N:4][CH:3]=1.[C:8](OC(=O)C)(=[O:10])[CH3:9]. The catalyst is CO. The product is [Br:1][C:2]1[S:6][C:5]([NH:7][C:8](=[O:10])[CH3:9])=[N:4][CH:3]=1. The yield is 0.930. (4) The reactants are [CH3:1][O:2][CH2:3][C:4]1[C:9]([CH2:10][O:11][CH3:12])=[CH:8][CH:7]=[C:6]([N+:13]([O-])=O)[C:5]=1[OH:16].[C:17](=S)(OCC)[S-:18].[K+]. The catalyst is C(O)C. The product is [CH3:12][O:11][CH2:10][C:9]1[CH:8]=[CH:7][C:6]2[N:13]=[C:17]([SH:18])[O:16][C:5]=2[C:4]=1[CH2:3][O:2][CH3:1]. The yield is 0.590. (5) The reactants are [F:1][C:2]1[CH:7]=[CH:6][CH:5]=[CH:4][C:3]=1[CH2:8][O:9][C:10]1[CH:15]=[CH:14][C:13]([C@H:16]2[CH2:20][CH2:19][C@:18]3([CH2:24][CH2:23][NH:22][C:21]3=[O:25])[N:17]2[C:26]([O:28][C:29]([CH3:32])([CH3:31])[CH3:30])=[O:27])=[CH:12][CH:11]=1.[H-].[Na+].I[CH3:36].O. The catalyst is CN(C=O)C.C(OCC)(=O)C. The product is [F:1][C:2]1[CH:7]=[CH:6][CH:5]=[CH:4][C:3]=1[CH2:8][O:9][C:10]1[CH:15]=[CH:14][C:13]([C@H:16]2[CH2:20][CH2:19][C@:18]3([CH2:24][CH2:23][N:22]([CH3:36])[C:21]3=[O:25])[N:17]2[C:26]([O:28][C:29]([CH3:32])([CH3:31])[CH3:30])=[O:27])=[CH:12][CH:11]=1. The yield is 0.880. (6) The reactants are [CH3:1][O:2][N:3]([CH3:14])[C:4]([CH:6]1[CH2:9][CH:8]([CH2:10][C:11]([OH:13])=O)[CH2:7]1)=[O:5].CCN=C=NCCCN(C)C.Cl.C1C=CC2N(O)N=NC=2C=1.[F:37][C:38]([F:48])([F:47])[C:39]1[CH:40]=[C:41]([NH2:46])[C:42]([NH2:45])=[CH:43][CH:44]=1. The catalyst is C(Cl)Cl. The yield is 0.440. The product is [NH2:45][C:42]1[CH:43]=[CH:44][C:39]([C:38]([F:37])([F:47])[F:48])=[CH:40][C:41]=1[NH:46][C:11]([CH2:10][CH:8]1[CH2:7][CH:6]([C:4]([N:3]([O:2][CH3:1])[CH3:14])=[O:5])[CH2:9]1)=[O:13].